This data is from Catalyst prediction with 721,799 reactions and 888 catalyst types from USPTO. The task is: Predict which catalyst facilitates the given reaction. (1) Reactant: [C:1]([C:4]1[O:8][C:7]([C:9]2[CH:10]=[C:11]([CH:16]=[CH:17][CH:18]=2)[C:12]([O:14]C)=[O:13])=[CH:6][CH:5]=1)(=[O:3])[CH3:2].[OH-].[Na+].Cl. Product: [C:1]([C:4]1[O:8][C:7]([C:9]2[CH:10]=[C:11]([CH:16]=[CH:17][CH:18]=2)[C:12]([OH:14])=[O:13])=[CH:6][CH:5]=1)(=[O:3])[CH3:2]. The catalyst class is: 8. (2) Reactant: [C:1]([C:5]1[N:10]=[C:9]([N:11]2[CH2:16][CH2:15][N:14]([CH2:17][CH2:18][CH2:19][O:20]C(=O)C)[CH2:13][CH2:12]2)[CH:8]=[C:7]([CH:24]2[CH2:26][CH2:25]2)[N:6]=1)([CH3:4])([CH3:3])[CH3:2].[OH-].[Li+]. Product: [C:1]([C:5]1[N:10]=[C:9]([N:11]2[CH2:12][CH2:13][N:14]([CH2:17][CH2:18][CH2:19][OH:20])[CH2:15][CH2:16]2)[CH:8]=[C:7]([CH:24]2[CH2:26][CH2:25]2)[N:6]=1)([CH3:4])([CH3:2])[CH3:3]. The catalyst class is: 30. (3) Reactant: [K].[CH:2]([NH:4][CH:5]=[O:6])=[CH2:3].Br[CH2:8][CH2:9][CH2:10][CH2:11][CH2:12][CH2:13][CH2:14][CH2:15][CH2:16][CH3:17]. Product: [CH2:8]([N:4]([CH:2]=[CH2:3])[CH:5]=[O:6])[CH2:9][CH2:10][CH2:11][CH2:12][CH2:13][CH2:14][CH2:15][CH2:16][CH3:17]. The catalyst class is: 1. (4) Reactant: [CH:1]1[CH:6]=[CH:5][C:4]([CH2:7]Br)=[CH:3][CH:2]=1.C([O-])([O-])=O.[K+].[K+].[OH:15][C:16]1[CH:21]=[CH:20][C:19]([CH2:22][CH2:23][CH2:24][C:25]([O:27][CH3:28])=[O:26])=[CH:18][CH:17]=1.O. Product: [CH2:7]([O:15][C:16]1[CH:17]=[CH:18][C:19]([CH2:22][CH2:23][CH2:24][C:25]([O:27][CH3:28])=[O:26])=[CH:20][CH:21]=1)[C:4]1[CH:5]=[CH:6][CH:1]=[CH:2][CH:3]=1. The catalyst class is: 23. (5) Reactant: Br[C:2]1[CH:3]=[CH:4][C:5]2[NH:6][C:7]3[C:12]([C:13]=2[CH:14]=1)=[CH:11][C:10](Br)=[CH:9][CH:8]=3.[H-].[Na+].Cl[Si:19]([CH2:24][CH3:25])([CH2:22][CH3:23])[CH2:20][CH3:21].[CH2:26]([Li])[CH2:27][CH2:28][CH3:29].Cl[Si:32]([C:45]1[CH:50]=[CH:49][CH:48]=[CH:47][CH:46]=1)([C:39]1[CH:44]=[CH:43][CH:42]=[CH:41][CH:40]=1)[C:33]1[CH:38]=[CH:37][CH:36]=[CH:35][CH:34]=1.[Cl-].[NH4+]. Product: [C:20]1([Si:19]([C:24]2[CH:25]=[CH:9][CH:8]=[CH:7][CH:12]=2)([C:22]2[CH:13]=[CH:14][CH:2]=[CH:3][CH:23]=2)[C:2]2[CH:3]=[CH:4][C:5]3[NH:6][C:7]4[C:12]([C:13]=3[CH:14]=2)=[CH:11][C:10]([Si:32]([C:45]2[CH:50]=[CH:49][CH:48]=[CH:47][CH:46]=2)([C:39]2[CH:44]=[CH:43][CH:42]=[CH:41][CH:40]=2)[C:33]2[CH:38]=[CH:37][CH:36]=[CH:35][CH:34]=2)=[CH:9][CH:8]=4)[CH:29]=[CH:28][CH:27]=[CH:26][CH:21]=1. The catalyst class is: 1. (6) Reactant: C(C1C(O[SiH](C)C)=CC(CBr)=CC=1[N:17]1[N:21]=[C:20]2[CH:22]=[CH:23][CH:24]=[CH:25][C:19]2=[N:18]1)(C)(C)C.CN1C(C)(C)CC(O)CC1(C)C.[H-].[Na+]. Product: [NH:18]1[C:19]2[CH:25]=[CH:24][CH:23]=[CH:22][C:20]=2[N:21]=[N:17]1. The catalyst class is: 9. (7) Reactant: [C:1]([C:3]1[CH:4]=[C:5]([CH3:22])[C:6]2[O:10][C:9]([C:11]3[CH:20]=[CH:19][C:14]([C:15]([O:17]C)=[O:16])=[CH:13][CH:12]=3)=[N:8][C:7]=2[CH:21]=1)#[N:2].[OH-].[Li+:24].O1CCCC1.CO. Product: [C:1]([C:3]1[CH:4]=[C:5]([CH3:22])[C:6]2[O:10][C:9]([C:11]3[CH:12]=[CH:13][C:14]([C:15]([O-:17])=[O:16])=[CH:19][CH:20]=3)=[N:8][C:7]=2[CH:21]=1)#[N:2].[Li+:24]. The catalyst class is: 6.